Dataset: Reaction yield outcomes from USPTO patents with 853,638 reactions. Task: Predict the reaction yield, written as a fraction of the theoretical maximum amount of product (1.0 means a 100% yield; for example, 0.34 means a 34% yield). The reactants are C([O:8][CH2:9][C:10]1[N:11]([C:18]2[CH:23]=[CH:22][N:21]=[CH:20][CH:19]=2)[CH:12]=[C:13]([CH:15]([CH3:17])[CH3:16])[N:14]=1)C1C=CC=CC=1.O.C1(C)C=CC=CC=1. The catalyst is Cl. The product is [OH:8][CH2:9][C:10]1[N:11]([C:18]2[CH:19]=[CH:20][N:21]=[CH:22][CH:23]=2)[CH:12]=[C:13]([CH:15]([CH3:17])[CH3:16])[N:14]=1. The yield is 0.814.